Predict the product of the given reaction. From a dataset of Forward reaction prediction with 1.9M reactions from USPTO patents (1976-2016). Given the reactants [F:1][C:2]([F:24])([F:23])[CH2:3][O:4][P:5]([CH2:13][C:14]1[CH:19]=[CH:18][C:17]([NH2:20])=[C:16]([O:21][CH3:22])[CH:15]=1)(=[O:12])[O:6][CH2:7][C:8]([F:11])([F:10])[F:9].Cl[C:26]1[N:31]=[C:30]([NH:32][C:33]2[CH:42]=[CH:41][CH:40]=[CH:39][C:34]=2[C:35]([NH:37][CH3:38])=[O:36])[C:29]([C:43]([F:46])([F:45])[F:44])=[CH:28][N:27]=1, predict the reaction product. The product is: [F:24][C:2]([F:1])([F:23])[CH2:3][O:4][P:5]([CH2:13][C:14]1[CH:19]=[CH:18][C:17]([NH:20][C:26]2[N:31]=[C:30]([NH:32][C:33]3[CH:42]=[CH:41][CH:40]=[CH:39][C:34]=3[C:35](=[O:36])[NH:37][CH3:38])[C:29]([C:43]([F:46])([F:44])[F:45])=[CH:28][N:27]=2)=[C:16]([O:21][CH3:22])[CH:15]=1)(=[O:12])[O:6][CH2:7][C:8]([F:9])([F:10])[F:11].